This data is from Full USPTO retrosynthesis dataset with 1.9M reactions from patents (1976-2016). The task is: Predict the reactants needed to synthesize the given product. The reactants are: C([N:4]1[C:12]2[CH:11]=[C:10]3[C:13](=O)[C:14](=[O:16])[NH:15][C:9]3=[CH:8][C:7]=2[CH2:6][CH2:5]1)(=O)C.[CH:18]1[C:23]([NH:24][NH2:25])=[CH:22][CH:21]=[C:20]([S:26]([NH2:29])(=[O:28])=[O:27])[CH:19]=1.Cl.[BrH:31]. Given the product [BrH:31].[O:16]=[C:14]1[NH:15][C:9]2=[CH:8][C:7]3[CH2:6][CH2:5][NH:4][C:12]=3[CH:11]=[C:10]2[C:13]1=[N:25][NH:24][C:23]1[CH:22]=[CH:21][C:20]([S:26]([NH2:29])(=[O:27])=[O:28])=[CH:19][CH:18]=1, predict the reactants needed to synthesize it.